From a dataset of Reaction yield outcomes from USPTO patents with 853,638 reactions. Predict the reaction yield, written as a fraction of the theoretical maximum amount of product (1.0 means a 100% yield; for example, 0.34 means a 34% yield). (1) The reactants are [NH:1]1[C:9]2[C:4](=[CH:5][C:6]([C:10]([OH:12])=O)=[CH:7][CH:8]=2)[CH:3]=[N:2]1.[NH:13]1[CH2:18][CH2:17][CH2:16][C@@H:15]2[C:19]3[CH:20]=[CH:21][CH:22]=[CH:23][C:24]=3[CH2:25][C@H:14]12.F[P-](F)(F)(F)(F)F.N1(OC(N(C)C)=[N+](C)C)C2N=CC=CC=2N=N1. No catalyst specified. The product is [N:13]1([C:10]([C:6]2[CH:5]=[C:4]3[C:9](=[CH:8][CH:7]=2)[NH:1][N:2]=[CH:3]3)=[O:12])[CH2:18][CH2:17][CH2:16][C@@H:15]2[C:19]3[CH:20]=[CH:21][CH:22]=[CH:23][C:24]=3[CH2:25][C@H:14]12. The yield is 0.310. (2) The reactants are [CH2:1]([Li])[CH2:2][CH2:3][CH3:4].[Br:6][C:7]1[CH:11]=[CH:10][S:9][CH:8]=1.[N:12]12[CH2:19][CH2:18][C:15]([C:20]([O:22]CC)=O)([CH2:16][CH2:17]1)[CH2:14][CH2:13]2. The catalyst is C(OCC)C.C1COCC1.CCOCC.CS(C)=O. The product is [Br-:6].[CH2:1]([N+:12]12[CH2:13][CH2:14][C:15]([C:20]([OH:22])([C:7]3[CH:11]=[CH:10][S:9][CH:8]=3)[C:7]3[CH:11]=[CH:10][S:9][CH:8]=3)([CH2:16][CH2:17]1)[CH2:18][CH2:19]2)[CH2:2][CH2:3][CH3:4]. The yield is 0.0940.